From a dataset of Peptide-MHC class II binding affinity with 134,281 pairs from IEDB. Regression. Given a peptide amino acid sequence and an MHC pseudo amino acid sequence, predict their binding affinity value. This is MHC class II binding data. (1) The peptide sequence is GLSSRKRRSHDVLTV. The MHC is H-2-IAd with pseudo-sequence H-2-IAd. The binding affinity (normalized) is 0.0963. (2) The peptide sequence is LERSHPEIWHHLSTL. The MHC is DRB1_0101 with pseudo-sequence DRB1_0101. The binding affinity (normalized) is 0.824. (3) The MHC is DRB5_0101 with pseudo-sequence DRB5_0101. The peptide sequence is DIFYFKCDRGSIS. The binding affinity (normalized) is 0.107. (4) The peptide sequence is TLLRAVESYLLAHSD. The MHC is HLA-DPA10301-DPB10402 with pseudo-sequence HLA-DPA10301-DPB10402. The binding affinity (normalized) is 0.564.